From a dataset of Reaction yield outcomes from USPTO patents with 853,638 reactions. Predict the reaction yield, written as a fraction of the theoretical maximum amount of product (1.0 means a 100% yield; for example, 0.34 means a 34% yield). The reactants are [CH3:1][C:2]1[CH:9]=[CH:8][C:5]([C:6]#[N:7])=[CH:4][C:3]=1[Cl:10].BrN1C(=O)CCC1=O.C(OOC(=O)C1C=CC=CC=1)(=O)C1C=CC=CC=1.Cl.[C:38]([O:42][C:43](=[O:47])[CH2:44][NH:45][CH3:46])([CH3:41])([CH3:40])[CH3:39].C([O-])([O-])=O.[K+].[K+]. The catalyst is C(#N)C.CCOC(C)=O.O1CCOCC1. The product is [C:6]([C:5]1[CH:8]=[CH:9][C:2]([CH2:1][N:45]([CH3:46])[CH2:44][C:43]([O:42][C:38]([CH3:41])([CH3:40])[CH3:39])=[O:47])=[C:3]([Cl:10])[CH:4]=1)#[N:7]. The yield is 0.740.